The task is: Predict which catalyst facilitates the given reaction.. This data is from Catalyst prediction with 721,799 reactions and 888 catalyst types from USPTO. (1) Reactant: [F:1][C:2]1[CH:10]=[CH:9][C:8]([NH:11][S:12]([C:15]2[S:16][CH:17]=[CH:18][CH:19]=2)(=[O:14])=[O:13])=[C:7]2[C:3]=1[CH:4]=[C:5]([C:23]([O:25][CH2:26][CH3:27])=[O:24])[N:6]2[CH2:20][O:21][CH3:22].CI.[C:30](=O)([O-])[O-].[K+].[K+].CN(C)C=O. Product: [F:1][C:2]1[CH:10]=[CH:9][C:8]([N:11]([CH3:30])[S:12]([C:15]2[S:16][CH:17]=[CH:18][CH:19]=2)(=[O:14])=[O:13])=[C:7]2[C:3]=1[CH:4]=[C:5]([C:23]([O:25][CH2:26][CH3:27])=[O:24])[N:6]2[CH2:20][O:21][CH3:22]. The catalyst class is: 13. (2) Reactant: [F:1][C:2]1[CH:7]=[CH:6][CH:5]=[C:4]([F:8])[C:3]=1[NH:9][C:10]1[C:15]([CH:16]=O)=[C:14]([C:18]2[CH:23]=[CH:22][C:21]([F:24])=[CH:20][C:19]=2[CH3:25])[N:13]=[C:12]([S:26][CH3:27])[N:11]=1.CC1(C)[O:34][C:33](=O)[CH2:32][C:31](=[O:36])[O:30]1.C([O-])(=O)C.[Cs+].O. Product: [F:24][C:21]1[CH:22]=[CH:23][C:18]([C:14]2[C:15]3[CH:16]=[C:32]([C:31]([OH:36])=[O:30])[C:33](=[O:34])[N:9]([C:3]4[C:4]([F:8])=[CH:5][CH:6]=[CH:7][C:2]=4[F:1])[C:10]=3[N:11]=[C:12]([S:26][CH3:27])[N:13]=2)=[C:19]([CH3:25])[CH:20]=1. The catalyst class is: 10. (3) Reactant: [Br:1][C:2]1[CH:7]=[CH:6][C:5]([CH2:8][CH2:9][CH3:10])=[CH:4][CH:3]=1.[N+:11]([O-])([OH:13])=[O:12].OS(O)(=O)=O. Product: [Br:1][C:2]1[CH:7]=[CH:6][C:5]([CH2:8][CH2:9][CH3:10])=[C:4]([N+:11]([O-:13])=[O:12])[CH:3]=1. The catalyst class is: 82. (4) Reactant: [Cl:1][C:2]1[CH:3]=[C:4]([CH:7]=[CH:8][C:9]=1[F:10])[CH:5]=O.[CH2:11]([O:13][C:14]([C@H:16]1[C@@H:21]([NH2:22])[C@H:20]2[CH2:23][C@@H:17]1[CH2:18][CH2:19]2)=[O:15])[CH3:12].C([BH3-])#N.[Na+]. Product: [CH2:11]([O:13][C:14]([C@H:16]1[C@@H:21]([NH:22][CH2:5][C:4]2[CH:7]=[CH:8][C:9]([F:10])=[C:2]([Cl:1])[CH:3]=2)[C@H:20]2[CH2:23][C@@H:17]1[CH2:18][CH2:19]2)=[O:15])[CH3:12]. The catalyst class is: 404. (5) Reactant: [OH:1][C:2]1[CH:10]=[C:9]([OH:11])[CH:8]=[CH:7][C:3]=1[C:4]([NH2:6])=[O:5].C([O-])([O-])=O.[Cs+].[Cs+].Br[CH2:19][CH2:20][CH2:21][C:22]([O:24][CH2:25][CH3:26])=[O:23]. Product: [CH2:25]([O:24][C:22](=[O:23])[CH2:21][CH2:20][CH2:19][O:11][C:9]1[CH:8]=[CH:7][C:3]([C:4](=[O:5])[NH2:6])=[C:2]([OH:1])[CH:10]=1)[CH3:26]. The catalyst class is: 18. (6) Reactant: Cl[C:2]1[N:3]=[N:4][C:5]([C:8]2[CH:17]=[CH:16][C:11]([C:12]([O:14][CH3:15])=[O:13])=[CH:10][CH:9]=2)=[CH:6][N:7]=1.O.[NH2:19][NH2:20]. Product: [NH:19]([C:2]1[N:3]=[N:4][C:5]([C:8]2[CH:17]=[CH:16][C:11]([C:12]([O:14][CH3:15])=[O:13])=[CH:10][CH:9]=2)=[CH:6][N:7]=1)[NH2:20]. The catalyst class is: 7. (7) Reactant: [CH2:1]([N:3]1[C:12]2[C:7](=[CH:8][C:9]([NH:13][CH:14]3[CH2:22][C:21]4[C:16](=[CH:17][CH:18]=[CH:19][CH:20]=4)[CH2:15]3)=[CH:10][N:11]=2)[C:6](=[O:23])[C:5]([C:24]([O:26]CC)=[O:25])=[CH:4]1)[CH3:2].[OH-].[Na+].C(O)(=O)CC(CC(O)=O)(C(O)=O)O. Product: [CH2:1]([N:3]1[C:12]2[C:7](=[CH:8][C:9]([NH:13][CH:14]3[CH2:15][C:16]4[C:21](=[CH:20][CH:19]=[CH:18][CH:17]=4)[CH2:22]3)=[CH:10][N:11]=2)[C:6](=[O:23])[C:5]([C:24]([OH:26])=[O:25])=[CH:4]1)[CH3:2]. The catalyst class is: 8. (8) Reactant: [CH:1]([C:4]1[C:8]2[CH:9]=[CH:10][CH:11]=[CH:12][C:7]=2[O:6][C:5]=1[CH2:13][NH:14][CH3:15])([CH3:3])[CH3:2].Cl.C[C:18]1(C)[O:23][C:22]2[CH:24]=[C:25]([CH:28]=[CH:29][C:30]([OH:32])=O)[CH:26]=[N:27][C:21]=2[NH:20][CH2:19]1.[OH:34]N1C2C=CC=CC=2N=N1.C(N(C(C)C)CC)(C)C.CN(C)CCCN=C=NCC. Product: [CH:1]([C:4]1[C:8]2[CH:9]=[CH:10][CH:11]=[CH:12][C:7]=2[O:6][C:5]=1[CH2:13][N:14]([CH3:15])[C:30](=[O:32])/[CH:29]=[CH:28]/[C:25]1[CH:26]=[N:27][C:21]2[NH:20][C:19](=[O:34])[CH2:18][O:23][C:22]=2[CH:24]=1)([CH3:3])[CH3:2]. The catalyst class is: 18.